This data is from Full USPTO retrosynthesis dataset with 1.9M reactions from patents (1976-2016). The task is: Predict the reactants needed to synthesize the given product. (1) Given the product [F:18][C:17]([F:20])([F:19])[C:13]1[CH:12]=[C:11]([NH:10][C:8]([C:4]2[CH:3]=[C:2]([N:30]3[CH2:31][C:26]4[CH:25]=[N:24][C:23]([S:22][CH3:21])=[N:28][C:27]=4[CH2:29]3)[CH:7]=[CH:6][N:5]=2)=[O:9])[CH:16]=[CH:15][CH:14]=1, predict the reactants needed to synthesize it. The reactants are: Br[C:2]1[CH:7]=[CH:6][N:5]=[C:4]([C:8]([NH:10][C:11]2[CH:16]=[CH:15][CH:14]=[C:13]([C:17]([F:20])([F:19])[F:18])[CH:12]=2)=[O:9])[CH:3]=1.[CH3:21][S:22][C:23]1[N:24]=[CH:25][C:26]2[CH2:31][NH:30][CH2:29][C:27]=2[N:28]=1.C(=O)([O-])[O-].[Cs+].[Cs+].C1(P(C2C=CC=CC=2)C2C=CC3C(=CC=CC=3)C=2C2C3C(=CC=CC=3)C=CC=2P(C2C=CC=CC=2)C2C=CC=CC=2)C=CC=CC=1. (2) The reactants are: C(O)(C(F)(F)F)=O.[Cl:8][C:9]1[C:14]([N:15]2[CH:44]=[CH:43][C:18]3[N:19]=[C:20]([NH:23][C:24]4[CH:29]=[CH:28][C:27]([N:30]5[CH2:35][CH2:34][N:33](C(OC(C)(C)C)=O)[CH2:32][CH2:31]5)=[CH:26][CH:25]=4)[N:21]=[CH:22][C:17]=3[C:16]2=[O:45])=[CH:13][CH:12]=[CH:11][N:10]=1. Given the product [Cl:8][C:9]1[C:14]([N:15]2[CH:44]=[CH:43][C:18]3[N:19]=[C:20]([NH:23][C:24]4[CH:29]=[CH:28][C:27]([N:30]5[CH2:31][CH2:32][NH:33][CH2:34][CH2:35]5)=[CH:26][CH:25]=4)[N:21]=[CH:22][C:17]=3[C:16]2=[O:45])=[CH:13][CH:12]=[CH:11][N:10]=1, predict the reactants needed to synthesize it. (3) Given the product [Cl:7][C:8]1[CH:16]=[CH:15][C:14]([N+:17]([O-:19])=[O:18])=[CH:13][C:9]=1[C:10]([N:12]=[C:2]=[O:3])=[O:11], predict the reactants needed to synthesize it. The reactants are: C(Cl)(=O)[C:2](Cl)=[O:3].[Cl:7][C:8]1[CH:16]=[CH:15][C:14]([N+:17]([O-:19])=[O:18])=[CH:13][C:9]=1[C:10]([NH2:12])=[O:11].